From a dataset of Full USPTO retrosynthesis dataset with 1.9M reactions from patents (1976-2016). Predict the reactants needed to synthesize the given product. (1) Given the product [NH2:46][C:2]1[C:3]2[C:10]([I:11])=[CH:9][N:8]([C@@H:12]3[O:34][C@H:33]([CH2:35][OH:36])[C@@H:23]([OH:24])[C@@:13]3([CH3:45])[OH:14])[C:4]=2[N:5]=[CH:6][N:7]=1, predict the reactants needed to synthesize it. The reactants are: Cl[C:2]1[C:3]2[C:10]([I:11])=[CH:9][N:8]([C@@H:12]3[O:34][C@H:33]([CH2:35][O:36]C(=O)C4C=CC=CC=4)[C@@H:23]([O:24]C(=O)C4C=CC=CC=4)[C@@:13]3([CH3:45])[O:14]C(=O)C3C=CC=CC=3)[C:4]=2[N:5]=[CH:6][N:7]=1.[NH3:46]. (2) The reactants are: C1(P(C2C=CC=CC=2)C2C=CC=CC=2)C=CC=CC=1.N1C=CN=C1.[I-:25].[C:26]([O:30][C:31]([NH:33][C@@H:34]([CH2:39]O)[C:35]([O:37][CH3:38])=[O:36])=[O:32])([CH3:29])([CH3:28])[CH3:27]. Given the product [C:26]([O:30][C:31]([NH:33][C@@H:34]([CH2:39][I:25])[C:35]([O:37][CH3:38])=[O:36])=[O:32])([CH3:29])([CH3:28])[CH3:27], predict the reactants needed to synthesize it. (3) Given the product [NH2:5][C:4]1[CH:3]=[C:2](/[CH:43]=[CH:42]/[N:44]2[C:45](=[O:54])[C:46]3[C:51](=[CH:50][CH:49]=[CH:48][CH:47]=3)[C:52]2=[O:53])[CH:8]=[C:7]([C:9]([F:12])([F:11])[F:10])[CH:6]=1, predict the reactants needed to synthesize it. The reactants are: Br[C:2]1[CH:3]=[C:4]([CH:6]=[C:7]([C:9]([F:12])([F:11])[F:10])[CH:8]=1)[NH2:5].CC1C=CC=CC=1P(C1C=CC=CC=1C)C1C=CC=CC=1C.CCN(CC)CC.[CH:42]([N:44]1[C:52](=[O:53])[C:51]2[C:46](=[CH:47][CH:48]=[CH:49][CH:50]=2)[C:45]1=[O:54])=[CH2:43]. (4) The reactants are: [F-].C([N+](CCCC)(CCCC)CCCC)CCC.[Si]([O:36][CH2:37][C@@H:38]([N:42]1[C@H:47]([C:48]2[CH:53]=[CH:52][C:51]([Cl:54])=[CH:50][CH:49]=2)[C@@H:46]([C:55]2[CH:60]=[CH:59][CH:58]=[C:57]([Cl:61])[CH:56]=2)[CH2:45][C@@:44]([CH2:63][C:64]([OH:66])=[O:65])([CH3:62])[C:43]1=[O:67])[CH:39]1[CH2:41][CH2:40]1)(C(C)(C)C)(C1C=CC=CC=1)C1C=CC=CC=1. Given the product [Cl:61][C:57]1[CH:56]=[C:55]([C@@H:46]2[C@@H:47]([C:48]3[CH:53]=[CH:52][C:51]([Cl:54])=[CH:50][CH:49]=3)[N:42]([C@@H:38]([CH:39]3[CH2:40][CH2:41]3)[CH2:37][OH:36])[C:43](=[O:67])[C@:44]([CH2:63][C:64]([OH:66])=[O:65])([CH3:62])[CH2:45]2)[CH:60]=[CH:59][CH:58]=1, predict the reactants needed to synthesize it. (5) Given the product [Cl:14][C:15]1[C:20]([Cl:21])=[CH:19][CH:18]=[CH:17][C:16]=1[S:22]([NH:11][C:7]1[C:6]([O:12][CH3:13])=[N:5][C:4]([Br:3])=[C:9]([CH3:10])[N:8]=1)(=[O:24])=[O:23], predict the reactants needed to synthesize it. The reactants are: [H-].[Na+].[Br:3][C:4]1[N:5]=[C:6]([O:12][CH3:13])[C:7]([NH2:11])=[N:8][C:9]=1[CH3:10].[Cl:14][C:15]1[C:20]([Cl:21])=[CH:19][CH:18]=[CH:17][C:16]=1[S:22](Cl)(=[O:24])=[O:23].ClCCl.C(O)(=O)C. (6) Given the product [CH2:39]([O:38][C:33]([C:34]1[C:35]([CH3:36])=[N:14][N:15]2[C:16]([O:23][CH2:24][C:25]3[C:30]([F:31])=[CH:29][CH:28]=[CH:27][C:26]=3[F:32])=[CH:17][C:18]([O:21][CH3:22])=[CH:19][C:20]=12)=[O:37])[CH3:40], predict the reactants needed to synthesize it. The reactants are: CC1C=C(C)C=C(C)C=1S([O-])(=O)=O.[NH2:14][N+:15]1[CH:20]=[CH:19][C:18]([O:21][CH3:22])=[CH:17][C:16]=1[O:23][CH2:24][C:25]1[C:30]([F:31])=[CH:29][CH:28]=[CH:27][C:26]=1[F:32].[C:33]([O:38][CH2:39][CH3:40])(=[O:37])[C:34]#[C:35][CH3:36].C(=O)([O-])[O-].[K+].[K+].O. (7) Given the product [O:18]=[C:17]1[N:1]([C:2]2[CH:3]=[CH:4][C:5]3[O:10][CH2:9][C:8](=[O:11])[NH:7][C:6]=3[CH:12]=2)[CH2:15][CH:14]([C:13]([OH:21])=[O:20])[CH2:16]1, predict the reactants needed to synthesize it. The reactants are: [NH2:1][C:2]1[CH:3]=[CH:4][C:5]2[O:10][CH2:9][C:8](=[O:11])[NH:7][C:6]=2[CH:12]=1.[C:13]([OH:21])(=[O:20])[C:14]([CH2:16][C:17](O)=[O:18])=[CH2:15]. (8) Given the product [CH3:21][C:22]1[C:27]([C:2]2[CH:20]=[CH:19][C:5]3[N:6]=[C:7]([C@H:9]4[CH2:12][C@@H:11]([N:13]5[CH2:17][CH2:16][CH2:15][C@@H:14]5[CH3:18])[CH2:10]4)[S:8][C:4]=3[CH:3]=2)=[CH:26][CH:25]=[C:24]([CH3:37])[N:23]=1, predict the reactants needed to synthesize it. The reactants are: Br[C:2]1[CH:20]=[CH:19][C:5]2[N:6]=[C:7]([C@H:9]3[CH2:12][C@H:11]([N:13]4[CH2:17][CH2:16][CH2:15][C@H:14]4[CH3:18])[CH2:10]3)[S:8][C:4]=2[CH:3]=1.[CH3:21][C:22]1[C:27](B2OC(C)(C)C(C)(C)O2)=[CH:26][CH:25]=[C:24]([CH3:37])[N:23]=1.N1C=C(B(O)O)C=NC=1. (9) Given the product [Cl:43][C:42]1[C:37]([N:34]2[C:30]3[N:31]=[CH:32][N:33]=[C:28]([O:26][C@@H:15]([CH2:14][O:13][CH2:11][CH3:12])[C:16]([NH:18][C:19]4[CH:24]=[CH:23][C:22]([CH3:25])=[CH:21][N:20]=4)=[O:17])[C:29]=3[CH:36]=[N:35]2)=[N:38][CH:39]=[CH:40][CH:41]=1, predict the reactants needed to synthesize it. The reactants are: C[Si]([N-][Si](C)(C)C)(C)C.[Li+].[CH2:11]([O:13][CH2:14][C@H:15]([OH:26])[C:16]([NH:18][C:19]1[CH:24]=[CH:23][C:22]([CH3:25])=[CH:21][N:20]=1)=[O:17])[CH3:12].Cl[C:28]1[N:33]=[CH:32][N:31]=[C:30]2[N:34]([C:37]3[C:42]([Cl:43])=[CH:41][CH:40]=[CH:39][N:38]=3)[N:35]=[CH:36][C:29]=12. (10) Given the product [C:1]([C:3]1[CH:4]=[N:5][N:6]2[C:11](=[O:12])[C:10]([CH2:13][CH3:14])=[C:9]([C:15]([NH:34][CH2:35][C:36](=[O:37])[C:38]3[CH:43]=[CH:42][CH:41]=[CH:40][CH:39]=3)=[O:17])[NH:8][C:7]=12)#[N:2], predict the reactants needed to synthesize it. The reactants are: [C:1]([C:3]1[CH:4]=[N:5][N:6]2[C:11](=[O:12])[C:10]([CH2:13][CH3:14])=[C:9]([C:15]([OH:17])=O)[NH:8][C:7]=12)#[N:2].C(N(CC)CC)C.ClC(OCC(C)C)=O.Cl.[NH2:34][CH2:35][C:36]([C:38]1[CH:43]=[CH:42][CH:41]=[CH:40][CH:39]=1)=[O:37].